Dataset: Forward reaction prediction with 1.9M reactions from USPTO patents (1976-2016). Task: Predict the product of the given reaction. (1) Given the reactants [Br:1][C:2]1[C:3](=[O:41])[NH:4][C:5]2[C:10]([CH:11]=1)=[CH:9][C:8]1[C:12]([C:34]3[CH:39]=[CH:38][N:37]=[C:36]([CH3:40])[CH:35]=3)=[N:13][N:14](C(C3C=CC=CC=3)(C3C=CC=CC=3)C3C=CC=CC=3)[C:7]=1[CH:6]=2.C(O)(C(F)(F)F)=O.C([SiH](CC)CC)C, predict the reaction product. The product is: [Br:1][C:2]1[C:3](=[O:41])[NH:4][C:5]2[C:10]([CH:11]=1)=[CH:9][C:8]1[C:12]([C:34]3[CH:39]=[CH:38][N:37]=[C:36]([CH3:40])[CH:35]=3)=[N:13][NH:14][C:7]=1[CH:6]=2. (2) Given the reactants F[C:2]1[CH:9]=[CH:8][C:5]([C:6]#[N:7])=[C:4]([C:10]([F:13])([F:12])[F:11])[CH:3]=1.[CH2:14]([CH:16]1[CH2:21][CH2:20][CH2:19][CH2:18][NH:17]1)[CH3:15], predict the reaction product. The product is: [CH2:14]([CH:16]1[CH2:21][CH2:20][CH2:19][CH2:18][N:17]1[C:2]1[CH:9]=[CH:8][C:5]([C:6]#[N:7])=[C:4]([C:10]([F:13])([F:12])[F:11])[CH:3]=1)[CH3:15]. (3) Given the reactants [CH2:1]([O:3][C:4](=[O:34])[CH2:5][C:6]1[CH:7]=[C:8]([C:20]2[CH:25]=[CH:24][C:23]([C:26]([F:29])([F:28])[F:27])=[CH:22][C:21]=2[CH2:30][NH:31][CH2:32][CH3:33])[C:9]([O:12][CH2:13][C:14]2[CH:19]=[CH:18][CH:17]=[CH:16][CH:15]=2)=[CH:10][CH:11]=1)[CH3:2].[CH2:35]([N:42]=[C:43]=[O:44])[C:36]1[CH:41]=[CH:40][CH:39]=[CH:38][CH:37]=1, predict the reaction product. The product is: [CH2:1]([O:3][C:4](=[O:34])[CH2:5][C:6]1[CH:7]=[C:8]([C:20]2[CH:25]=[CH:24][C:23]([C:26]([F:27])([F:28])[F:29])=[CH:22][C:21]=2[CH2:30][N:31]([CH2:32][CH3:33])[C:43]([NH:42][CH2:35][C:36]2[CH:41]=[CH:40][CH:39]=[CH:38][CH:37]=2)=[O:44])[C:9]([O:12][CH2:13][C:14]2[CH:15]=[CH:16][CH:17]=[CH:18][CH:19]=2)=[CH:10][CH:11]=1)[CH3:2].